This data is from Full USPTO retrosynthesis dataset with 1.9M reactions from patents (1976-2016). The task is: Predict the reactants needed to synthesize the given product. Given the product [CH3:35][N:34]1[CH:36]=[C:37]([C:38]([O:40][CH2:41][CH3:42])=[O:39])[C:43](=[O:45])[C:29]2[CH:33]=[CH:32][S:31][C:30]1=2, predict the reactants needed to synthesize it. The reactants are: O=P12OP3(OP(OP(O3)(O1)=O)(=O)O2)=O.FC(F)(F)C(O)=O.C(OC([C:29]1[CH:33]=[CH:32][S:31][C:30]=1[N:34]([CH:36]=[C:37]([C:43]([O:45]CC)=O)[C:38]([O:40][CH2:41][CH3:42])=[O:39])[CH3:35])=O)(C)(C)C.